Dataset: Forward reaction prediction with 1.9M reactions from USPTO patents (1976-2016). Task: Predict the product of the given reaction. (1) Given the reactants Br[C:2]1[CH:3]=[N:4][CH:5]=[C:6]([Br:8])[CH:7]=1.[CH3:9][CH:10]([CH3:12])[O-:11].[K+], predict the reaction product. The product is: [Br:8][C:6]1[CH:7]=[C:2]([O:11][CH:10]([CH3:12])[CH3:9])[CH:3]=[N:4][CH:5]=1. (2) Given the reactants [CH3:1][C:2]1[CH:7]=[C:6]([N:8]2[CH2:12][CH2:11][CH:10]([N:13]3[CH2:17][CH2:16][CH2:15][CH:14]3[CH3:18])[CH2:9]2)[CH:5]=[CH:4][C:3]=1[NH2:19].[O:20]1[C:24]2[CH:25]=[CH:26][C:27]([C:29](O)=[O:30])=[CH:28][C:23]=2[CH:22]=[CH:21]1, predict the reaction product. The product is: [CH3:1][C:2]1[CH:7]=[C:6]([N:8]2[CH2:12][CH2:11][CH:10]([N:13]3[CH2:17][CH2:16][CH2:15][CH:14]3[CH3:18])[CH2:9]2)[CH:5]=[CH:4][C:3]=1[NH:19][C:29]([C:27]1[CH:26]=[CH:25][C:24]2[O:20][CH:21]=[CH:22][C:23]=2[CH:28]=1)=[O:30].